This data is from Forward reaction prediction with 1.9M reactions from USPTO patents (1976-2016). The task is: Predict the product of the given reaction. (1) Given the reactants [Cl:1][C:2]1[CH:3]=[N:4][N:5]([C:7]2[C:28]([F:29])=[CH:27][C:10]([O:11][CH2:12][C@@H:13]3[C@@H:18]([NH:19]C(=O)OC(C)(C)C)[CH2:17][CH2:16][O:15][CH2:14]3)=[C:9]([F:30])[CH:8]=2)[CH:6]=1.Cl.CCO, predict the reaction product. The product is: [ClH:1].[Cl:1][C:2]1[CH:3]=[N:4][N:5]([C:7]2[C:28]([F:29])=[CH:27][C:10]([O:11][CH2:12][C@@H:13]3[C@@H:18]([NH2:19])[CH2:17][CH2:16][O:15][CH2:14]3)=[C:9]([F:30])[CH:8]=2)[CH:6]=1. (2) The product is: [CH2:3]([O:5][C:6]([C:8]1[CH:12]=[C:11]([CH2:13][Cl:26])[O:10][N:9]=1)=[O:7])[CH3:4]. Given the reactants N#N.[CH2:3]([O:5][C:6]([C:8]1[CH:12]=[C:11]([CH2:13]O)[O:10][N:9]=1)=[O:7])[CH3:4].CCN(CC)CC.S([Cl:26])(C)(=O)=O, predict the reaction product. (3) Given the reactants [CH3:1][NH:2][CH2:3][CH2:4][OH:5].C(N(CC)CC)C.[CH3:13][C:14]1([CH3:24])[O:18]/[C:17](=[CH:19]\[C:20](Cl)=[O:21])/[C:16](=[O:23])[O:15]1, predict the reaction product. The product is: [CH3:13][C:14]1([CH3:24])[O:18]/[C:17](=[CH:19]\[C:20]([N:2]([CH2:3][CH2:4][OH:5])[CH3:1])=[O:21])/[C:16](=[O:23])[O:15]1. (4) Given the reactants [CH3:1][O:2][C:3]([C:5]1[CH:6]=[N:7][C:8]([Cl:12])=[C:9](Br)[CH:10]=1)=[O:4].[Cl:13][C:14]1[CH:19]=[CH:18][C:17](B(O)O)=[CH:16][CH:15]=1.C(=O)([O-])[O-].[Na+].[Na+].O, predict the reaction product. The product is: [CH3:1][O:2][C:3](=[O:4])[C:5]1[CH:10]=[C:9]([C:17]2[CH:18]=[CH:19][C:14]([Cl:13])=[CH:15][CH:16]=2)[C:8]([Cl:12])=[N:7][CH:6]=1. (5) Given the reactants [NH2:1][C:2]1[S:3][C:4]([Br:12])=[C:5]([C:7]2[O:8][CH:9]=[CH:10][CH:11]=2)[N:6]=1.[C:13](Cl)(=[O:20])[C:14]1[CH:19]=[CH:18][CH:17]=[CH:16][CH:15]=1.O, predict the reaction product. The product is: [Br:12][C:4]1[S:3][C:2]([NH:1][C:13](=[O:20])[C:14]2[CH:19]=[CH:18][CH:17]=[CH:16][CH:15]=2)=[N:6][C:5]=1[C:7]1[O:8][CH:9]=[CH:10][CH:11]=1. (6) Given the reactants C(O[C:6](=O)[N:7](C)[C@@H:8]([C:20](=[O:39])[N:21]([CH3:38])[C@@H:22]([C:30](=[O:37])[NH:31][CH2:32][C:33]([F:36])([F:35])[F:34])[CH2:23][C:24]1[CH:29]=[CH:28][CH:27]=[CH:26][CH:25]=1)[CH2:9][C:10]1[CH:19]=[CH:18][C:17]2[C:12](=[CH:13][CH:14]=[CH:15][CH:16]=2)[CH:11]=1)(C)(C)C.FC(F)(F)C(O)=O.C(=O)([O-])O.[Na+].O, predict the reaction product. The product is: [CH3:6][NH:7][C@H:8]([CH2:9][C:10]1[CH:19]=[CH:18][C:17]2[C:12](=[CH:13][CH:14]=[CH:15][CH:16]=2)[CH:11]=1)[C:20]([N:21]([CH3:38])[C@@H:22]([C:30](=[O:37])[NH:31][CH2:32][C:33]([F:34])([F:35])[F:36])[CH2:23][C:24]1[CH:25]=[CH:26][CH:27]=[CH:28][CH:29]=1)=[O:39]. (7) Given the reactants [Br:1][C:2]1[CH:3]=[CH:4][C:5]([CH3:21])=[C:6]([CH:8]([C:10]2[S:11][C:12]([C:15]3[CH:20]=[CH:19][CH:18]=[CH:17][N:16]=3)=[CH:13][CH:14]=2)O)[CH:7]=1.C(O[BH-](OC(=O)C)OC(=O)C)(=O)C.[Na+].[OH-].[Na+], predict the reaction product. The product is: [Br:1][C:2]1[CH:3]=[CH:4][C:5]([CH3:21])=[C:6]([CH2:8][C:10]2[S:11][C:12]([C:15]3[CH:20]=[CH:19][CH:18]=[CH:17][N:16]=3)=[CH:13][CH:14]=2)[CH:7]=1.